From a dataset of Catalyst prediction with 721,799 reactions and 888 catalyst types from USPTO. Predict which catalyst facilitates the given reaction. Reactant: C[O:2][C:3]([C:5]1[C:10]([NH2:11])=[N:9][C:8](OC)=[CH:7][N:6]=1)=[O:4].[OH-:14].[Na+:15].[ClH:16].[C:17]1(C)C=CC=CC=1. Product: [NH2:11][C:10]1[C:5]([C:3]([OH:4])=[O:2])=[N:6][C:7]([O:14][CH3:17])=[CH:8][N:9]=1.[Cl-:16].[Na+:15]. The catalyst class is: 1.